This data is from Experimentally validated miRNA-target interactions with 360,000+ pairs, plus equal number of negative samples. The task is: Binary Classification. Given a miRNA mature sequence and a target amino acid sequence, predict their likelihood of interaction. The miRNA is hsa-miR-4742-5p with sequence UCAGGCAAAGGGAUAUUUACAGA. The protein sequence of the target gene is MEALGDLEGPRAPGGDDPAGSAGETPGWLSREQVFVLISAASVNLGSMMCYSILGPFFPKEAEKKGASNTIIGMIFGCFALFELLASLVFGNYLVHIGAKFMFVAGMFVSGGVTILFGVLDRVPDGPVFIAMCFLVRVMDAVSFAAAMTASSSILAKAFPNNVATVLGSLETFSGLGLILGPPVGGFLYQSFGYEVPFIVLGCVVLLMVPLNMYILPNYESDPGEHSFWKLIALPKVGLIAFVINSLSSCFGFLDPTLSLFVLEKFNLPAGYVGLVFLGMALSYAISSPLFGLLSDKRPP.... Result: 1 (interaction).